Task: Predict the reactants needed to synthesize the given product.. Dataset: Full USPTO retrosynthesis dataset with 1.9M reactions from patents (1976-2016) (1) Given the product [CH3:2][O:3][C:4]1[C:9]([CH2:10][NH:11][C:25]([C:24]2[CH:28]=[C:29]([CH3:31])[N:30]=[C:22]([C:20]([O:19][CH3:18])=[O:21])[CH:23]=2)=[O:26])=[CH:8][CH:7]=[C:6]([O:12][CH2:13][C:14]([F:17])([F:15])[F:16])[N:5]=1, predict the reactants needed to synthesize it. The reactants are: Cl.[CH3:2][O:3][C:4]1[C:9]([CH2:10][NH2:11])=[CH:8][CH:7]=[C:6]([O:12][CH2:13][C:14]([F:17])([F:16])[F:15])[N:5]=1.[CH3:18][O:19][C:20]([C:22]1[CH:23]=[C:24]([CH:28]=[C:29]([CH3:31])[N:30]=1)[C:25](O)=[O:26])=[O:21]. (2) Given the product [CH2:22]([C:19]1[N:18]=[C:17]([CH2:16][CH2:15][NH2:14])[O:21][N:20]=1)[CH3:23], predict the reactants needed to synthesize it. The reactants are: C(O)(C(F)(F)F)=O.C(OC(=O)[NH:14][CH2:15][CH2:16][C:17]1[O:21][N:20]=[C:19]([CH2:22][CH2:23]C)[N:18]=1)(C)(C)C. (3) Given the product [Br:24][C:25]1[N:26]=[C:27]([CH2:31][N:9]2[C:10]3[C:15](=[N:14][CH:13]=[CH:12][CH:11]=3)[C:16](=[O:17])[C:7]([C:5](=[O:6])[C:4]3[CH:18]=[CH:19][C:20]([CH3:21])=[C:2]([CH3:1])[CH:3]=3)=[CH:8]2)[CH:28]=[CH:29][CH:30]=1, predict the reactants needed to synthesize it. The reactants are: [CH3:1][C:2]1[CH:3]=[C:4]([CH:18]=[CH:19][C:20]=1[CH3:21])[C:5]([C:7]1[C:16](=[O:17])[C:15]2[C:10](=[CH:11][CH:12]=[CH:13][N:14]=2)[NH:9][CH:8]=1)=[O:6].[H-].[Na+].[Br:24][C:25]1[CH:30]=[CH:29][CH:28]=[C:27]([CH2:31]Br)[N:26]=1.O.